Regression. Given two drug SMILES strings and cell line genomic features, predict the synergy score measuring deviation from expected non-interaction effect. From a dataset of NCI-60 drug combinations with 297,098 pairs across 59 cell lines. (1) Drug 1: CNC(=O)C1=CC=CC=C1SC2=CC3=C(C=C2)C(=NN3)C=CC4=CC=CC=N4. Drug 2: C1C(C(OC1N2C=NC3=C(N=C(N=C32)Cl)N)CO)O. Cell line: HS 578T. Synergy scores: CSS=0.557, Synergy_ZIP=1.15, Synergy_Bliss=1.82, Synergy_Loewe=-2.72, Synergy_HSA=-1.83. (2) Drug 1: CC1=C2C(C(=O)C3(C(CC4C(C3C(C(C2(C)C)(CC1OC(=O)C(C(C5=CC=CC=C5)NC(=O)OC(C)(C)C)O)O)OC(=O)C6=CC=CC=C6)(CO4)OC(=O)C)OC)C)OC. Drug 2: CCC(=C(C1=CC=CC=C1)C2=CC=C(C=C2)OCCN(C)C)C3=CC=CC=C3.C(C(=O)O)C(CC(=O)O)(C(=O)O)O. Cell line: MDA-MB-231. Synergy scores: CSS=48.9, Synergy_ZIP=11.0, Synergy_Bliss=10.5, Synergy_Loewe=-12.5, Synergy_HSA=10.8. (3) Drug 1: CC1=C2C(C(=O)C3(C(CC4C(C3C(C(C2(C)C)(CC1OC(=O)C(C(C5=CC=CC=C5)NC(=O)OC(C)(C)C)O)O)OC(=O)C6=CC=CC=C6)(CO4)OC(=O)C)O)C)O. Drug 2: C(CCl)NC(=O)N(CCCl)N=O. Cell line: OVCAR-8. Synergy scores: CSS=6.73, Synergy_ZIP=-5.37, Synergy_Bliss=-3.74, Synergy_Loewe=-9.93, Synergy_HSA=-2.81. (4) Drug 1: CC(C)(C#N)C1=CC(=CC(=C1)CN2C=NC=N2)C(C)(C)C#N. Drug 2: CC1CCC2CC(C(=CC=CC=CC(CC(C(=O)C(C(C(=CC(C(=O)CC(OC(=O)C3CCCCN3C(=O)C(=O)C1(O2)O)C(C)CC4CCC(C(C4)OC)O)C)C)O)OC)C)C)C)OC. Cell line: SF-295. Synergy scores: CSS=0.991, Synergy_ZIP=6.85, Synergy_Bliss=8.71, Synergy_Loewe=-7.90, Synergy_HSA=-10.7. (5) Drug 1: C1=C(C(=O)NC(=O)N1)N(CCCl)CCCl. Drug 2: C1CC(C1)(C(=O)O)C(=O)O.[NH2-].[NH2-].[Pt+2]. Cell line: CAKI-1. Synergy scores: CSS=62.3, Synergy_ZIP=1.53, Synergy_Bliss=2.12, Synergy_Loewe=4.12, Synergy_HSA=7.39. (6) Drug 1: CN(CC1=CN=C2C(=N1)C(=NC(=N2)N)N)C3=CC=C(C=C3)C(=O)NC(CCC(=O)O)C(=O)O. Drug 2: C1=CN(C(=O)N=C1N)C2C(C(C(O2)CO)O)O.Cl. Cell line: OVCAR-5. Synergy scores: CSS=36.6, Synergy_ZIP=-4.73, Synergy_Bliss=-7.00, Synergy_Loewe=-10.5, Synergy_HSA=-6.27. (7) Drug 1: CC1CCC2CC(C(=CC=CC=CC(CC(C(=O)C(C(C(=CC(C(=O)CC(OC(=O)C3CCCCN3C(=O)C(=O)C1(O2)O)C(C)CC4CCC(C(C4)OC)O)C)C)O)OC)C)C)C)OC. Drug 2: C1CCC(C(C1)N)N.C(=O)(C(=O)[O-])[O-].[Pt+4]. Cell line: ACHN. Synergy scores: CSS=28.6, Synergy_ZIP=-3.22, Synergy_Bliss=-1.22, Synergy_Loewe=-7.47, Synergy_HSA=2.06. (8) Drug 1: C1=CN(C(=O)N=C1N)C2C(C(C(O2)CO)O)O.Cl. Drug 2: CC(C)(C#N)C1=CC(=CC(=C1)CN2C=NC=N2)C(C)(C)C#N. Cell line: MOLT-4. Synergy scores: CSS=75.6, Synergy_ZIP=1.72, Synergy_Bliss=1.53, Synergy_Loewe=-2.66, Synergy_HSA=1.27.